From a dataset of Forward reaction prediction with 1.9M reactions from USPTO patents (1976-2016). Predict the product of the given reaction. (1) Given the reactants [CH2:1]([O:3][C:4](=[O:24])[C:5]1[CH:10]=[C:9]([F:11])[CH:8]=[C:7]([S:12][C:13]2[C:21]3[C:16](=[CH:17][C:18]([Cl:22])=[CH:19][CH:20]=3)[NH:15][C:14]=2[CH3:23])[CH:6]=1)[CH3:2].Br[C:26]1[CH:27]=[N:28][N:29]([CH2:31][CH3:32])[CH:30]=1, predict the reaction product. The product is: [CH2:1]([O:3][C:4](=[O:24])[C:5]1[CH:10]=[C:9]([F:11])[CH:8]=[C:7]([S:12][C:13]2[C:21]3[C:16](=[CH:17][C:18]([Cl:22])=[CH:19][CH:20]=3)[N:15]([C:26]3[CH:27]=[N:28][N:29]([CH2:31][CH3:32])[CH:30]=3)[C:14]=2[CH3:23])[CH:6]=1)[CH3:2]. (2) Given the reactants [CH2:1]([C@@H:5]([C:11]([OH:13])=[O:12])[C@H:6]([OH:10])[C:7]([OH:9])=[O:8])[CH2:2][CH2:3][CH3:4].[C:14]1(C)[CH:19]=CC(S(O)(=O)=O)=C[CH:15]=1, predict the reaction product. The product is: [CH3:15][C:14]1([CH3:19])[O:8][C:7](=[O:9])[CH:6]([CH:5]([CH2:1][CH2:2][CH2:3][CH3:4])[C:11]([OH:13])=[O:12])[O:10]1. (3) Given the reactants [N+:1]([CH2:4][CH2:5][CH2:6][C:7]([OH:9])=O)([O-:3])=[O:2].O=S(Cl)[Cl:12], predict the reaction product. The product is: [N+:1]([CH2:4][CH2:5][CH2:6][C:7]([Cl:12])=[O:9])([O-:3])=[O:2]. (4) Given the reactants Cl[C:2]1[C:11]2[CH2:10][CH2:9][C:8]3([CH2:16][CH2:15][CH2:14][CH2:13][CH2:12]3)[CH2:7][C:6]=2[N:5]=[C:4]([NH2:17])[N:3]=1.[CH3:18][N:19]1[CH2:24][CH2:23][NH:22][CH2:21][CH2:20]1, predict the reaction product. The product is: [CH3:18][N:19]1[CH2:24][CH2:23][N:22]([C:2]2[C:11]3[CH2:10][CH2:9][C:8]4([CH2:16][CH2:15][CH2:14][CH2:13][CH2:12]4)[CH2:7][C:6]=3[N:5]=[C:4]([NH2:17])[N:3]=2)[CH2:21][CH2:20]1. (5) Given the reactants CS(C)=O.[F:5][C:6]1[CH:7]=[CH:8][C:9]([O:12][CH2:13][C:14]2[CH:19]=[CH:18][C:17](/[CH:20]=[CH:21]/[N+:22]([O-:24])=[O:23])=[CH:16][CH:15]=2)=[N:10][CH:11]=1.[BH4-].[Na+], predict the reaction product. The product is: [F:5][C:6]1[CH:7]=[CH:8][C:9]([O:12][CH2:13][C:14]2[CH:19]=[CH:18][C:17]([CH2:20][CH2:21][N+:22]([O-:24])=[O:23])=[CH:16][CH:15]=2)=[N:10][CH:11]=1. (6) The product is: [CH:1]1([CH2:6][C:7]([NH:9][C:10]2[C:15]([C:16]([F:19])([F:18])[F:17])=[CH:14][C:13]([N:20]3[CH2:25][CH2:24][O:23][CH2:22][CH2:21]3)=[CH:12][C:11]=2[C:29]2[CH:28]=[N:27][CH:32]=[CH:31][CH:30]=2)=[O:8])[CH2:5][CH2:4][CH2:3][CH2:2]1. Given the reactants [CH:1]1([CH2:6][C:7]([NH:9][C:10]2[C:15]([C:16]([F:19])([F:18])[F:17])=[CH:14][C:13]([N:20]3[CH2:25][CH2:24][O:23][CH2:22][CH2:21]3)=[CH:12][C:11]=2Br)=[O:8])[CH2:5][CH2:4][CH2:3][CH2:2]1.[N:27]1[CH:32]=[CH:31][CH:30]=[C:29](B(O)O)[CH:28]=1.C(=O)([O-])[O-].[K+].[K+], predict the reaction product. (7) Given the reactants [CH3:1][N:2]1[C:10]2[C:5](=[CH:6][CH:7]=[CH:8][C:9]=2[CH2:11][N:12]2[CH2:17][CH2:16][N:15]([C:18]([CH:20]3[CH2:24][CH2:23][CH2:22][N:21]3[CH3:25])=[O:19])[CH2:14][CH2:13]2)[CH:4]=[C:3]1[C:26](O)=[O:27].[N:29]1([C:35]2[CH:36]=[C:37]([NH2:41])[CH:38]=[CH:39][CH:40]=2)[CH2:34][CH2:33][O:32][CH2:31][CH2:30]1.N1(OC(N(C)C)=[N+](C)C)C2N=CC=CC=2N=N1.F[P-](F)(F)(F)(F)F, predict the reaction product. The product is: [N:29]1([C:35]2[CH:36]=[C:37]([NH:41][C:26]([C:3]3[N:2]([CH3:1])[C:10]4[C:5]([CH:4]=3)=[CH:6][CH:7]=[CH:8][C:9]=4[CH2:11][N:12]3[CH2:13][CH2:14][N:15]([C:18]([C@@H:20]4[CH2:24][CH2:23][CH2:22][N:21]4[CH3:25])=[O:19])[CH2:16][CH2:17]3)=[O:27])[CH:38]=[CH:39][CH:40]=2)[CH2:30][CH2:31][O:32][CH2:33][CH2:34]1. (8) Given the reactants [CH:1]1([S:6](Cl)(=[O:8])=[O:7])[CH2:5][CH2:4][CH2:3][CH2:2]1.[NH3:10], predict the reaction product. The product is: [CH:1]1([S:6]([NH2:10])(=[O:8])=[O:7])[CH2:5][CH2:4][CH2:3][CH2:2]1. (9) Given the reactants [N+:1]([C:4]1[CH:9]=[CH:8][C:7]([C:10]2[NH:19][C:13]3[CH:14]=[N:15][C:16]([NH2:18])=[CH:17][C:12]=3[N:11]=2)=[CH:6][CH:5]=1)([O-:3])=[O:2].[CH:20]1([C:27](Cl)=[O:28])[CH2:26][CH2:25][CH2:24][CH2:23][CH2:22][CH2:21]1, predict the reaction product. The product is: [N+:1]([C:4]1[CH:9]=[CH:8][C:7]([C:10]2[NH:19][C:13]3[CH:14]=[N:15][C:16]([NH:18][C:27]([CH:20]4[CH2:26][CH2:25][CH2:24][CH2:23][CH2:22][CH2:21]4)=[O:28])=[CH:17][C:12]=3[N:11]=2)=[CH:6][CH:5]=1)([O-:3])=[O:2]. (10) Given the reactants [CH3:1][O:2][CH2:3][CH2:4][O:5][P:6]([CH2:13][C:14]1[CH:19]=[CH:18][C:17]([N+:20]([O-])=O)=[CH:16][CH:15]=1)(=[O:12])[O:7][CH2:8][CH2:9][O:10][CH3:11].[H][H], predict the reaction product. The product is: [CH3:11][O:10][CH2:9][CH2:8][O:7][P:6]([CH2:13][C:14]1[CH:19]=[CH:18][C:17]([NH2:20])=[CH:16][CH:15]=1)(=[O:12])[O:5][CH2:4][CH2:3][O:2][CH3:1].